Dataset: Experimentally validated miRNA-target interactions with 360,000+ pairs, plus equal number of negative samples. Task: Binary Classification. Given a miRNA mature sequence and a target amino acid sequence, predict their likelihood of interaction. The miRNA is mmu-miR-876-3p with sequence UAGUGGUUUACAAAGUAAUUCA. The protein sequence of the target gene is MTLFPVLLFLVAGLLPSFPANEDKDPAFTALLTTQTQVQREIVNKHNELRRAVSPPARNMLKMEWNKEAAANAQKWANQCNYRHSNPKDRMTSLKCGENLYMSSASSSWSQAIQSWFDEYNDFDFGVGPKTPNAVVGHYTQVVWYSSYLVGCGNAYCPNQKVLKYYYVCQYCPAGNWANRLYVPYEQGAPCASCPDNCDDGLCTNGCKYEDLYSNCKSLKLTLTCKHQLVRDSCKASCNCSNSIY. Result: 0 (no interaction).